From a dataset of NCI-60 drug combinations with 297,098 pairs across 59 cell lines. Regression. Given two drug SMILES strings and cell line genomic features, predict the synergy score measuring deviation from expected non-interaction effect. (1) Cell line: LOX IMVI. Drug 2: CC1=C(C=C(C=C1)NC(=O)C2=CC=C(C=C2)CN3CCN(CC3)C)NC4=NC=CC(=N4)C5=CN=CC=C5. Drug 1: C1CCN(CC1)CCOC2=CC=C(C=C2)C(=O)C3=C(SC4=C3C=CC(=C4)O)C5=CC=C(C=C5)O. Synergy scores: CSS=6.51, Synergy_ZIP=-0.654, Synergy_Bliss=3.41, Synergy_Loewe=1.75, Synergy_HSA=1.87. (2) Drug 1: CS(=O)(=O)C1=CC(=C(C=C1)C(=O)NC2=CC(=C(C=C2)Cl)C3=CC=CC=N3)Cl. Drug 2: C1=CN(C=N1)CC(O)(P(=O)(O)O)P(=O)(O)O. Cell line: CAKI-1. Synergy scores: CSS=3.49, Synergy_ZIP=-3.24, Synergy_Bliss=-4.11, Synergy_Loewe=-3.42, Synergy_HSA=-2.65. (3) Drug 1: CC(C)(C#N)C1=CC(=CC(=C1)CN2C=NC=N2)C(C)(C)C#N. Drug 2: C1CCC(C(C1)N)N.C(=O)(C(=O)[O-])[O-].[Pt+4]. Cell line: TK-10. Synergy scores: CSS=15.5, Synergy_ZIP=-0.0747, Synergy_Bliss=2.58, Synergy_Loewe=-1.33, Synergy_HSA=-1.17.